From a dataset of Catalyst prediction with 721,799 reactions and 888 catalyst types from USPTO. Predict which catalyst facilitates the given reaction. (1) Reactant: Cl[C:2]1[N:12]=[CH:11][C:10]2[C:9](=[O:13])[N:8]3[CH2:14][C@H:15]([C:18]([O:20][CH3:21])=[O:19])[CH2:16][CH2:17][C@H:7]3[CH2:6][CH2:5][C:4]=2[CH:3]=1.[N-:22]=[N+:23]=[N-:24].[Na+]. Product: [N:22]([C:2]1[N:12]=[CH:11][C:10]2[C:9](=[O:13])[N:8]3[CH2:14][C@H:15]([C:18]([O:20][CH3:21])=[O:19])[CH2:16][CH2:17][C@H:7]3[CH2:6][CH2:5][C:4]=2[CH:3]=1)=[N+:23]=[N-:24]. The catalyst class is: 58. (2) Reactant: [C:1]([C:3]1[C:4]([O:18][CH:19]([C:24]2[CH:29]=[CH:28][CH:27]=[CH:26][CH:25]=2)[C:20]([O:22]C)=[O:21])=[N:5][C:6]2[CH2:7][CH2:8][CH2:9][CH2:10][C:11]=2[C:12]=1[C:13]1[S:14][CH:15]=[CH:16][CH:17]=1)#[N:2]. Product: [C:1]([C:3]1[C:4]([O:18][CH:19]([C:24]2[CH:25]=[CH:26][CH:27]=[CH:28][CH:29]=2)[C:20]([OH:22])=[O:21])=[N:5][C:6]2[CH2:7][CH2:8][CH2:9][CH2:10][C:11]=2[C:12]=1[C:13]1[S:14][CH:15]=[CH:16][CH:17]=1)#[N:2]. The catalyst class is: 702.